This data is from NCI-60 drug combinations with 297,098 pairs across 59 cell lines. The task is: Regression. Given two drug SMILES strings and cell line genomic features, predict the synergy score measuring deviation from expected non-interaction effect. (1) Drug 1: CC1=C(C(CCC1)(C)C)C=CC(=CC=CC(=CC(=O)O)C)C. Drug 2: CS(=O)(=O)OCCCCOS(=O)(=O)C. Cell line: NCI/ADR-RES. Synergy scores: CSS=-3.60, Synergy_ZIP=1.23, Synergy_Bliss=0.440, Synergy_Loewe=-2.62, Synergy_HSA=-2.30. (2) Drug 2: CN1C(=O)N2C=NC(=C2N=N1)C(=O)N. Cell line: MDA-MB-231. Synergy scores: CSS=3.04, Synergy_ZIP=-2.66, Synergy_Bliss=-1.86, Synergy_Loewe=-1.48, Synergy_HSA=-1.45. Drug 1: C1CC(=O)NC(=O)C1N2CC3=C(C2=O)C=CC=C3N. (3) Drug 1: C1CC(=O)NC(=O)C1N2CC3=C(C2=O)C=CC=C3N. Drug 2: C1C(C(OC1N2C=NC3=C2NC=NCC3O)CO)O. Cell line: PC-3. Synergy scores: CSS=3.47, Synergy_ZIP=-3.14, Synergy_Bliss=-2.42, Synergy_Loewe=-1.46, Synergy_HSA=-1.43. (4) Drug 1: CC1C(C(CC(O1)OC2CC(CC3=C2C(=C4C(=C3O)C(=O)C5=C(C4=O)C(=CC=C5)OC)O)(C(=O)C)O)N)O.Cl. Drug 2: C1CN(P(=O)(OC1)NCCCl)CCCl. Cell line: SF-268. Synergy scores: CSS=7.03, Synergy_ZIP=-6.00, Synergy_Bliss=-3.72, Synergy_Loewe=-32.0, Synergy_HSA=-6.45. (5) Drug 1: CC1OCC2C(O1)C(C(C(O2)OC3C4COC(=O)C4C(C5=CC6=C(C=C35)OCO6)C7=CC(=C(C(=C7)OC)O)OC)O)O. Drug 2: CC1=C(N=C(N=C1N)C(CC(=O)N)NCC(C(=O)N)N)C(=O)NC(C(C2=CN=CN2)OC3C(C(C(C(O3)CO)O)O)OC4C(C(C(C(O4)CO)O)OC(=O)N)O)C(=O)NC(C)C(C(C)C(=O)NC(C(C)O)C(=O)NCCC5=NC(=CS5)C6=NC(=CS6)C(=O)NCCC[S+](C)C)O. Cell line: HS 578T. Synergy scores: CSS=36.1, Synergy_ZIP=-6.37, Synergy_Bliss=-3.21, Synergy_Loewe=1.62, Synergy_HSA=3.06.